From a dataset of Catalyst prediction with 721,799 reactions and 888 catalyst types from USPTO. Predict which catalyst facilitates the given reaction. (1) Reactant: [CH3:1][C:2]1[CH:3]=[C:4]([CH:7]=[CH:8][CH:9]=1)[CH2:5]Br.[CH3:10][C:11](=[O:16])[CH2:12][C:13](=[O:15])[CH3:14]. Product: [CH3:1][C:2]1[CH:3]=[C:4]([CH:7]=[CH:8][CH:9]=1)[CH2:5][CH:12]([C:11](=[O:16])[CH3:10])[C:13](=[O:15])[CH3:14]. The catalyst class is: 3. (2) Reactant: C[Si]([N-][Si](C)(C)C)(C)C.[K+].[OH:11][CH:12]([C:47]1[CH:52]=[CH:51][CH:50]=[CH:49][N:48]=1)[CH2:13][N:14]([CH2:25][C:26]1[CH:31]=[C:30]([C:32]([F:35])([F:34])[F:33])[CH:29]=[CH:28][C:27]=1[C:36]1[CH:41]=[C:40]([CH:42]([CH3:44])[CH3:43])[CH:39]=[CH:38][C:37]=1[O:45][CH3:46])[C:15](=[O:24])OCC1C=CC=CC=1. Product: [CH:42]([C:40]1[CH:39]=[CH:38][C:37]([O:45][CH3:46])=[C:36]([C:27]2[CH:28]=[CH:29][C:30]([C:32]([F:33])([F:35])[F:34])=[CH:31][C:26]=2[CH2:25][N:14]2[CH2:13][CH:12]([C:47]3[CH:52]=[CH:51][CH:50]=[CH:49][N:48]=3)[O:11][C:15]2=[O:24])[CH:41]=1)([CH3:43])[CH3:44]. The catalyst class is: 247. (3) Reactant: C[O:2][C:3]([C:5]1[S:6][CH:7]=[CH:8][C:9]=1[C:10](=[O:12])[NH2:11])=[O:4].[OH-].[Na+]. Product: [C:10]([C:9]1[CH:8]=[CH:7][S:6][C:5]=1[C:3]([OH:4])=[O:2])(=[O:12])[NH2:11]. The catalyst class is: 5. (4) Reactant: COC1C=CC([N:9]([C:13]2[CH:18]=[CH:17][C:16](OC)=[CH:15][CH:14]=2)[C:10]([NH2:12])=[O:11])=CC=1.[CH3:21]S(O)(=O)=O. The catalyst class is: 270. Product: [NH:9]1[C:13]2[C:14](=[CH:15][CH:16]=[CH:17][CH:18]=2)[CH2:21][NH:12][C:10]1=[O:11]. (5) Reactant: [Br:1][C:2]1[CH:11]=[C:10]2[C:5]([CH2:6][N:7](C(OC(C)(C)C)=O)[C:8](=[O:19])[N:9]2C(OC(C)(C)C)=O)=[CH:4][CH:3]=1.C(O[C:31](=[O:33])[CH3:32])(=O)C.[CH2:34](OCC)C. Product: [C:8]([NH:9][C:10]1[CH:11]=[C:2]([Br:1])[CH:3]=[CH:4][C:5]=1[CH2:6][NH:7][C:31](=[O:33])[CH3:32])(=[O:19])[CH3:34]. The catalyst class is: 17. (6) Reactant: [Li+].C[CH:3]([N-:5]C(C)C)C.[CH2:9]1[C:13]2([CH2:18][CH2:17][C:16](=[O:19])[CH2:15][CH2:14]2)[CH2:12][CH2:11][CH2:10]1.S(C#N)(C1C=CC(C)=CC=1)(=O)=O. Product: [O:19]=[C:16]1[CH2:17][CH2:18][C:13]2([CH2:9][CH2:10][CH2:11][CH2:12]2)[CH2:14][CH:15]1[C:3]#[N:5]. The catalyst class is: 1. (7) Product: [F:19][C:18]1[CH:17]=[CH:16][C:4]([CH2:5][NH:6][C:7]([C:9]2([C:12]([F:13])([F:14])[F:15])[CH2:10][CH2:11]2)=[O:8])=[CH:3][C:2]=1[N:1]=[C:25]=[S:26]. The catalyst class is: 2. Reactant: [NH2:1][C:2]1[CH:3]=[C:4]([CH:16]=[CH:17][C:18]=1[F:19])[CH2:5][NH:6][C:7]([C:9]1([C:12]([F:15])([F:14])[F:13])[CH2:11][CH2:10]1)=[O:8].C1N=CN([C:25](N2C=NC=C2)=[S:26])C=1. (8) Reactant: [NH2:1][C:2]1[CH:7]=[C:6]([F:8])[CH:5]=[CH:4][C:3]=1[OH:9].[C:10](N1C=CN=C1)(N1C=CN=C1)=[O:11]. Product: [F:8][C:6]1[CH:5]=[CH:4][C:3]2[O:9][C:10](=[O:11])[NH:1][C:2]=2[CH:7]=1. The catalyst class is: 643. (9) Reactant: [Cl:1][C:2]1[CH:3]=[C:4]([S:8][CH2:9][C:10](O)=O)[CH:5]=[CH:6][CH:7]=1.ClC1C=C(S)C=CC=1.BrCC[CH2:24][C:25]([O:27]CC)=[O:26].[OH-].[K+]. Product: [Cl:1][C:2]1[CH:3]=[C:4]([S:8][CH2:9][CH2:10][CH2:24][C:25]([OH:27])=[O:26])[CH:5]=[CH:6][CH:7]=1. The catalyst class is: 8. (10) Reactant: [C:1](Cl)(=[O:5])[C:2](Cl)=O.[C:7]([N:14]1[C@@H:18]([C:19]2[CH:24]=[CH:23][CH:22]=[CH:21][CH:20]=2)[CH2:17][CH2:16][C@H:15]1C(O)=O)([O:9][C:10]([CH3:13])([CH3:12])[CH3:11])=[O:8].C(N(CC)CC)C.[Cl-].C([NH+](CC)CC)C.[Si](C=[N+]=[N-])(C)(C)C.C1C[O:53]CC1. Product: [C:10]([O:9][C:7]([N:14]1[C@@H:18]([C:19]2[CH:20]=[CH:21][CH:22]=[CH:23][CH:24]=2)[CH2:17][CH2:16][C@H:15]1[CH2:2][C:1]([OH:5])=[O:53])=[O:8])([CH3:13])([CH3:11])[CH3:12]. The catalyst class is: 27.